Regression. Given a peptide amino acid sequence and an MHC pseudo amino acid sequence, predict their binding affinity value. This is MHC class II binding data. From a dataset of Peptide-MHC class II binding affinity with 134,281 pairs from IEDB. (1) The peptide sequence is AAVVRFQEAANKQKQ. The MHC is HLA-DPA10201-DPB10101 with pseudo-sequence HLA-DPA10201-DPB10101. The binding affinity (normalized) is 0.186. (2) The peptide sequence is EPIAAYHFDLSGIAF. The MHC is DRB1_1201 with pseudo-sequence DRB1_1201. The binding affinity (normalized) is 0.682. (3) The peptide sequence is LVWMACHSAAFEDLR. The MHC is DRB1_0901 with pseudo-sequence DRB1_0901. The binding affinity (normalized) is 0.609. (4) The peptide sequence is NSYIAEMETESWIVDKK. The binding affinity (normalized) is 0.405. The MHC is DRB1_0404 with pseudo-sequence DRB1_0404. (5) The peptide sequence is GLNITGVTCGPGHGI. The MHC is DRB1_0701 with pseudo-sequence DRB1_0701. The binding affinity (normalized) is 0.548. (6) The peptide sequence is TPFPHRKGVLFNIQYVNYWF. The MHC is HLA-DPA10103-DPB10301 with pseudo-sequence HLA-DPA10103-DPB10301. The binding affinity (normalized) is 0.619.